From a dataset of Catalyst prediction with 721,799 reactions and 888 catalyst types from USPTO. Predict which catalyst facilitates the given reaction. (1) Reactant: [O:1]=[C:2]1[N:6]([C:7]2[CH:8]=[CH:9][C:10]3[C:16](=O)[CH:15]([C:18](=O)[C:19]([F:22])([F:21])[F:20])[CH2:14][CH2:13][CH2:12][C:11]=3[CH:24]=2)[CH2:5][C@H:4]([CH2:25][NH:26][C:27](=[O:29])[CH3:28])[O:3]1.O.[NH2:31][NH2:32]. Product: [O:1]=[C:2]1[N:6]([C:7]2[CH:8]=[CH:9][C:10]3[C:16]4[NH:31][N:32]=[C:18]([C:19]([F:20])([F:22])[F:21])[C:15]=4[CH2:14][CH2:13][CH2:12][C:11]=3[CH:24]=2)[CH2:5][C@H:4]([CH2:25][NH:26][C:27](=[O:29])[CH3:28])[O:3]1. The catalyst class is: 8. (2) Reactant: [CH3:1][C:2]1[N:6]2[CH:7]=[C:8]([CH2:11]O)[CH:9]=[CH:10][C:5]2=[N:4][C:3]=1[CH:13]([CH3:15])[CH3:14].P(Br)(Br)[Br:17]. Product: [Br:17][CH2:11][C:8]1[CH:9]=[CH:10][C:5]2[N:6]([C:2]([CH3:1])=[C:3]([CH:13]([CH3:15])[CH3:14])[N:4]=2)[CH:7]=1. The catalyst class is: 4. (3) Reactant: [OH-].[Na+].Cl[C:4]1[N:9]=[C:8](Cl)[C:7]([Cl:11])=[CH:6][N:5]=1.[NH2:12][C:13]1[CH:17]=[CH:16][S:15][CH:14]=1.C1(C)C=CC(S(O)(=O)=[O:25])=CC=1. Product: [S:15]1[CH:16]=[CH:17][C:13]([NH:12][C:4]2[NH:9][C:8](=[O:25])[C:7]([Cl:11])=[CH:6][N:5]=2)=[CH:14]1. The catalyst class is: 38. (4) Reactant: [CH2:1]([NH:8][C:9]([C:11]1[S:15][C:14]([C:16]2[CH:21]=[N:20][CH:19]=[C:18](I)[N:17]=2)=[N:13][C:12]=1[CH3:23])=[O:10])[C:2]1[CH:7]=[CH:6][CH:5]=[CH:4][CH:3]=1.[CH3:24][N:25](C)[CH:26]=O. Product: [CH2:1]([NH:8][C:9]([C:11]1[S:15][C:14]([C:16]2[CH:21]=[N:20][CH:19]=[C:18]([N:25]([CH3:26])[CH3:24])[N:17]=2)=[N:13][C:12]=1[CH3:23])=[O:10])[C:2]1[CH:7]=[CH:6][CH:5]=[CH:4][CH:3]=1. The catalyst class is: 4. (5) Reactant: C(OC([N:6]1[CH:15]=[C:14]([CH:16]=[O:17])[C:13]2[C:8](=[CH:9][C:10]([O:26][CH3:27])=[C:11]([O:18][CH2:19][C:20]3[CH:25]=[CH:24][CH:23]=[CH:22][CH:21]=3)[CH:12]=2)[CH:7]1[CH2:28][C:29]1[CH:34]=[CH:33][CH:32]=[C:31]([O:35][CH3:36])[CH:30]=1)=O)C.[OH-].[K+].C(OCC)(=O)C.CCCCCC.C(OCC)(=O)C. Product: [CH2:19]([O:18][C:11]1[CH:12]=[C:13]2[C:8](=[CH:9][C:10]=1[O:26][CH3:27])[C:7]([CH2:28][C:29]1[CH:34]=[CH:33][CH:32]=[C:31]([O:35][CH3:36])[CH:30]=1)=[N:6][CH:15]=[C:14]2[CH:16]=[O:17])[C:20]1[CH:25]=[CH:24][CH:23]=[CH:22][CH:21]=1. The catalyst class is: 5. (6) Reactant: [CH:1]([SiH:4]([CH:14]([CH3:16])[CH3:15])[C:5]1[CH:13]=[CH:12][C:8]([C:9]([OH:11])=[O:10])=[CH:7][CH:6]=1)([CH3:3])[CH3:2].OS(O)(=O)=O.[CH3:22]O. Product: [CH3:22][O:10][C:9](=[O:11])[C:8]1[CH:12]=[CH:13][C:5]([SiH:4]([CH:1]([CH3:3])[CH3:2])[CH:14]([CH3:16])[CH3:15])=[CH:6][CH:7]=1. The catalyst class is: 22. (7) Reactant: [NH:1]1[CH:5]=[CH:4][N:3]=[C:2]1[C:6]#[N:7].[NH2:8][OH:9]. Product: [OH:9][NH:8][C:6]([C:2]1[NH:1][CH:5]=[CH:4][N:3]=1)=[NH:7]. The catalyst class is: 8. (8) Reactant: [CH:1]1[C:9]2[C:10]3[C@@H:15]([CH2:16][C:7]4[C:8]=2[C:4]([NH:5][CH:6]=4)=[CH:3][CH:2]=1)[NH:14][CH2:13][C@H:12]([C:17]([N:19]1[CH2:23][CH2:22][CH2:21][CH2:20]1)=[O:18])[CH:11]=3.C([N:26]([CH2:29][CH3:30])[CH2:27]C)C.ClC(OC(Cl)(Cl)Cl)=[O:33].[F:39][C:40]1[CH:46]=CC=[CH:43][C:41]=1N. Product: [F:39][C:40]1[CH:46]=[C:29]([NH:26][C:27]([N:14]2[CH:15]3[C:10]([C:9]4[CH:1]=[CH:2][CH:3]=[C:4]5[C:8]=4[C:7](=[CH:6][NH:5]5)[CH2:16]3)=[CH:11][CH:12]([C:17]([N:19]3[CH2:20][CH2:21][CH2:22][CH2:23]3)=[O:18])[CH2:13]2)=[O:33])[CH:30]=[CH:43][CH:41]=1. The catalyst class is: 4.